Dataset: Full USPTO retrosynthesis dataset with 1.9M reactions from patents (1976-2016). Task: Predict the reactants needed to synthesize the given product. (1) Given the product [CH2:19]([O:1][C:2]1[CH:3]=[CH:4][C:5]([N+:10]([O-:12])=[O:11])=[C:6]([CH:9]=1)[CH:7]=[O:8])[C:20]1[CH:25]=[CH:24][CH:23]=[CH:22][CH:21]=1, predict the reactants needed to synthesize it. The reactants are: [OH:1][C:2]1[CH:3]=[CH:4][C:5]([N+:10]([O-:12])=[O:11])=[C:6]([CH:9]=1)[CH:7]=[O:8].C(=O)([O-])[O-].[K+].[K+].[CH2:19](Br)[C:20]1[CH:25]=[CH:24][CH:23]=[CH:22][CH:21]=1. (2) Given the product [CH3:29][O:28][CH2:27][CH2:26][O:14][C:11]1[CH:12]=[CH:13][C:8]([C:4]2[CH:3]=[C:2]([NH2:1])[N:6]([CH3:7])[N:5]=2)=[CH:9][CH:10]=1, predict the reactants needed to synthesize it. The reactants are: [NH2:1][C:2]1[N:6]([CH3:7])[N:5]=[C:4]([C:8]2[CH:13]=[CH:12][C:11]([OH:14])=[CH:10][CH:9]=2)[CH:3]=1.CS(C)=O.C([O-])([O-])=O.[Cs+].[Cs+].Br[CH2:26][CH2:27][O:28][CH3:29]. (3) Given the product [C:25]([C:29]1[CH:34]=[CH:33][C:32]([S:35]([NH:38][C:2]2[C:7]([O:8][C:9]3[CH:14]=[CH:13][CH:12]=[CH:11][C:10]=3[O:15][CH3:16])=[C:6]([Cl:17])[N:5]=[C:4]([C:18]3[N:23]=[CH:22][CH:21]=[CH:20][N:19]=3)[N:3]=2)(=[O:36])=[O:37])=[CH:31][CH:30]=1)([CH3:28])([CH3:26])[CH3:27], predict the reactants needed to synthesize it. The reactants are: Cl[C:2]1[C:7]([O:8][C:9]2[CH:14]=[CH:13][CH:12]=[CH:11][C:10]=2[O:15][CH3:16])=[C:6]([Cl:17])[N:5]=[C:4]([C:18]2[N:23]=[CH:22][CH:21]=[CH:20][N:19]=2)[N:3]=1.[K+].[C:25]([C:29]1[CH:34]=[CH:33][C:32]([S:35]([NH-:38])(=[O:37])=[O:36])=[CH:31][CH:30]=1)([CH3:28])([CH3:27])[CH3:26]. (4) Given the product [CH2:21]([O:20][C:11]1[N:10]=[C:9]2[C:14]([N:15]=[C:16]([O:17][CH3:18])[N:8]2[CH2:7][CH2:6][CH2:5][CH2:61][N:55]2[CH2:27][CH2:26][CH2:59][CH2:58][CH2:57][CH2:56]2)=[C:13]([NH2:19])[N:12]=1)[CH2:22][CH2:23][CH3:24], predict the reactants needed to synthesize it. The reactants are: N1([CH2:5][CH2:6][CH2:7][N:8]2[C:16]([O:17][CH3:18])=[N:15][C:14]3[C:9]2=[N:10][C:11]([O:20][CH2:21][CH2:22][CH2:23][CH3:24])=[N:12][C:13]=3[NH2:19])CCC1.F[C:26](F)(F)[C:27](O)=O.C(OC1NC(N)=C2C(N=1)=NC(OC)=N2)CCC.BrCCCCBr.[NH:55]1[CH2:61]C[CH2:59][CH2:58][CH2:57][CH2:56]1. (5) Given the product [Cl:1][C:2]1[CH:7]=[CH:6][CH:5]=[C:4]([Cl:8])[C:3]=1[C:9]([NH:11][C@H:12]([C:29]([O:31][CH3:32])=[O:30])[CH2:13][C:14]1[CH:19]=[CH:18][C:17]([O:20][CH2:21][CH2:22][C:23]2[CH:28]=[CH:27][CH:26]=[CH:25][N+:24]=2[O-:41])=[CH:16][CH:15]=1)=[O:10], predict the reactants needed to synthesize it. The reactants are: [Cl:1][C:2]1[CH:7]=[CH:6][CH:5]=[C:4]([Cl:8])[C:3]=1[C:9]([NH:11][C@H:12]([C:29]([O:31][CH3:32])=[O:30])[CH2:13][C:14]1[CH:19]=[CH:18][C:17]([O:20][CH2:21][CH2:22][C:23]2[CH:28]=[CH:27][CH:26]=[CH:25][N:24]=2)=[CH:16][CH:15]=1)=[O:10].C1C=C(Cl)C=C(C(OO)=[O:41])C=1.C(Cl)Cl. (6) Given the product [Cl:16][C:17]1[CH:18]=[C:19]([C:24]2[CH:25]=[CH:26][C:27]([NH:30][C:13]([C@H:10]3[CH2:9][CH2:8][C@@H:7]([N:3]4[CH2:4][CH2:5][CH2:6][C:2]4=[O:1])[CH2:12][CH2:11]3)=[O:15])=[N:28][CH:29]=2)[CH:20]=[C:21]([CH3:23])[CH:22]=1, predict the reactants needed to synthesize it. The reactants are: [O:1]=[C:2]1[CH2:6][CH2:5][CH2:4][N:3]1[C@@H:7]1[CH2:12][CH2:11][C@H:10]([C:13]([OH:15])=O)[CH2:9][CH2:8]1.[Cl:16][C:17]1[CH:18]=[C:19]([C:24]2[CH:25]=[CH:26][C:27]([NH2:30])=[N:28][CH:29]=2)[CH:20]=[C:21]([CH3:23])[CH:22]=1. (7) Given the product [N:1]1([S:11]([C:14]2[CH:15]=[CH:16][C:17]([C:18]([NH:23][C:24]3[C:29]([OH:30])=[CH:28][CH:27]=[CH:26][N:25]=3)=[O:19])=[CH:21][CH:22]=2)(=[O:13])=[O:12])[C:10]2[C:5](=[CH:6][CH:7]=[CH:8][CH:9]=2)[CH2:4][CH2:3][CH2:2]1, predict the reactants needed to synthesize it. The reactants are: [N:1]1([S:11]([C:14]2[CH:22]=[CH:21][C:17]([C:18](O)=[O:19])=[CH:16][CH:15]=2)(=[O:13])=[O:12])[C:10]2[C:5](=[CH:6][CH:7]=[CH:8][CH:9]=2)[CH2:4][CH2:3][CH2:2]1.[NH2:23][C:24]1[C:29]([OH:30])=[CH:28][CH:27]=[CH:26][N:25]=1. (8) The reactants are: Br[C:2]1[CH:3]=[C:4]2[C:8](=[CH:9][CH:10]=1)[N:7]([CH2:11][O:12][CH2:13][CH2:14][Si:15]([CH3:18])([CH3:17])[CH3:16])[N:6]=[CH:5]2.C(=O)([O-])[O-].[Cs+].[Cs+].C(#N)CC.[C:29]([Si:31]([CH3:34])([CH3:33])[CH3:32])#[CH:30]. Given the product [CH3:16][Si:15]([CH3:18])([CH3:17])[CH2:14][CH2:13][O:12][CH2:11][N:7]1[C:8]2[C:4](=[CH:3][C:2]([C:30]#[C:29][Si:31]([CH3:34])([CH3:33])[CH3:32])=[CH:10][CH:9]=2)[CH:5]=[N:6]1, predict the reactants needed to synthesize it. (9) Given the product [C:15]1([O:14][C:12]([NH:1][C:2]2[CH:3]=[C:4]([CH:8]=[CH:9][CH:10]=2)[C:5]([OH:7])=[O:6])=[O:13])[CH:20]=[CH:19][CH:18]=[CH:17][CH:16]=1, predict the reactants needed to synthesize it. The reactants are: [NH2:1][C:2]1[CH:3]=[C:4]([CH:8]=[CH:9][CH:10]=1)[C:5]([OH:7])=[O:6].Cl[C:12]([O:14][C:15]1[CH:20]=[CH:19][CH:18]=[CH:17][CH:16]=1)=[O:13].O1CCCC1.